From a dataset of Peptide-MHC class II binding affinity with 134,281 pairs from IEDB. Regression. Given a peptide amino acid sequence and an MHC pseudo amino acid sequence, predict their binding affinity value. This is MHC class II binding data. (1) The peptide sequence is EFIPMKSSWGAIWRI. The MHC is HLA-DPA10201-DPB11401 with pseudo-sequence HLA-DPA10201-DPB11401. The binding affinity (normalized) is 0.0593. (2) The peptide sequence is AFKVEATAANAAPAN. The MHC is DRB1_1001 with pseudo-sequence DRB1_1001. The binding affinity (normalized) is 0.947. (3) The peptide sequence is MYRELLELVAADVES. The MHC is HLA-DPA10103-DPB10301 with pseudo-sequence HLA-DPA10103-DPB10301. The binding affinity (normalized) is 0.559. (4) The peptide sequence is LARALVRAVAESHGV. The MHC is HLA-DQA10501-DQB10301 with pseudo-sequence HLA-DQA10501-DQB10301. The binding affinity (normalized) is 0.616. (5) The peptide sequence is VKLEGRVIDLGCGRG. The MHC is DRB4_0103 with pseudo-sequence DRB4_0103. The binding affinity (normalized) is 0.570. (6) The peptide sequence is ADKFLANVSTVLTGK. The MHC is DRB1_0802 with pseudo-sequence DRB1_0802. The binding affinity (normalized) is 0.850. (7) The peptide sequence is SHDLELSWNLNGLQAY. The MHC is HLA-DQA10101-DQB10501 with pseudo-sequence HLA-DQA10101-DQB10501. The binding affinity (normalized) is 0.692. (8) The peptide sequence is RQSGATIADVLAEKE. The MHC is DRB4_0101 with pseudo-sequence DRB4_0103. The binding affinity (normalized) is 0.194. (9) The peptide sequence is AVDGRFAVPQILGDE. The MHC is HLA-DPA10201-DPB10501 with pseudo-sequence HLA-DPA10201-DPB10501. The binding affinity (normalized) is 0.231.